Task: Predict the reactants needed to synthesize the given product.. Dataset: Full USPTO retrosynthesis dataset with 1.9M reactions from patents (1976-2016) (1) Given the product [C:34]1([S:40]([NH:1][C:2]2[CH:26]=[CH:25][CH:24]=[CH:23][C:3]=2[CH2:4][O:5][NH:6][C:7](=[O:22])[C:8]2[CH:13]=[CH:12][CH:11]=[CH:10][C:9]=2[NH:14][CH2:15][C:16]2[CH:17]=[CH:18][N:19]=[CH:20][CH:21]=2)(=[O:42])=[O:41])[CH:39]=[CH:38][CH:37]=[CH:36][CH:35]=1, predict the reactants needed to synthesize it. The reactants are: [NH2:1][C:2]1[CH:26]=[CH:25][CH:24]=[CH:23][C:3]=1[CH2:4][O:5][NH:6][C:7](=[O:22])[C:8]1[CH:13]=[CH:12][CH:11]=[CH:10][C:9]=1[NH:14][CH2:15][C:16]1[CH:21]=[CH:20][N:19]=[CH:18][CH:17]=1.C(N(CC)CC)C.[C:34]1([S:40](Cl)(=[O:42])=[O:41])[CH:39]=[CH:38][CH:37]=[CH:36][CH:35]=1. (2) Given the product [NH2:37][C:20]1[C:19]([NH:18][CH:9]([C:6]2[CH:5]=[CH:4][C:3]([O:2][CH3:1])=[CH:8][CH:7]=2)[C:10]2[CH:15]=[CH:14][C:13]([O:16][CH3:17])=[CH:12][CH:11]=2)=[CH:36][CH:35]=[CH:34][C:21]=1[O:22][C:23]1[CH:32]=[C:31]([F:33])[CH:30]=[CH:29][C:24]=1[C:25]([O:27][CH3:28])=[O:26], predict the reactants needed to synthesize it. The reactants are: [CH3:1][O:2][C:3]1[CH:8]=[CH:7][C:6]([CH:9]([NH:18][C:19]2[C:20]([N+:37]([O-])=O)=[C:21]([CH:34]=[CH:35][CH:36]=2)[O:22][C:23]2[CH:32]=[C:31]([F:33])[CH:30]=[CH:29][C:24]=2[C:25]([O:27][CH3:28])=[O:26])[C:10]2[CH:15]=[CH:14][C:13]([O:16][CH3:17])=[CH:12][CH:11]=2)=[CH:5][CH:4]=1.[H][H]. (3) Given the product [NH2:13][C:10]1[CH:11]=[CH:12][C:7]([C:33]2([OH:36])[CH2:32][CH2:31][N:30]([C:25]3[CH:24]=[C:23]([CH3:22])[CH:28]=[C:27]([CH3:29])[N:26]=3)[CH2:35][CH2:34]2)=[CH:8][CH:9]=1, predict the reactants needed to synthesize it. The reactants are: C([Li])CCC.Br[C:7]1[CH:12]=[CH:11][C:10]([N:13]([Si](C)(C)C)[Si](C)(C)C)=[CH:9][CH:8]=1.[CH3:22][C:23]1[CH:28]=[C:27]([CH3:29])[N:26]=[C:25]([N:30]2[CH2:35][CH2:34][C:33](=[O:36])[CH2:32][CH2:31]2)[CH:24]=1.Cl.[OH-].[Na+].